From a dataset of NCI-60 drug combinations with 297,098 pairs across 59 cell lines. Regression. Given two drug SMILES strings and cell line genomic features, predict the synergy score measuring deviation from expected non-interaction effect. (1) Drug 1: CS(=O)(=O)C1=CC(=C(C=C1)C(=O)NC2=CC(=C(C=C2)Cl)C3=CC=CC=N3)Cl. Drug 2: C1=CC(=CC=C1CCCC(=O)O)N(CCCl)CCCl. Cell line: NCI-H322M. Synergy scores: CSS=1.39, Synergy_ZIP=1.55, Synergy_Bliss=3.51, Synergy_Loewe=-2.48, Synergy_HSA=0.407. (2) Drug 1: C1=CN(C(=O)N=C1N)C2C(C(C(O2)CO)O)O.Cl. Drug 2: CC1=C(C=C(C=C1)NC(=O)C2=CC=C(C=C2)CN3CCN(CC3)C)NC4=NC=CC(=N4)C5=CN=CC=C5. Cell line: NCI-H460. Synergy scores: CSS=35.5, Synergy_ZIP=0.487, Synergy_Bliss=-1.09, Synergy_Loewe=-36.7, Synergy_HSA=-3.05. (3) Drug 1: CN(C)N=NC1=C(NC=N1)C(=O)N. Drug 2: C#CCC(CC1=CN=C2C(=N1)C(=NC(=N2)N)N)C3=CC=C(C=C3)C(=O)NC(CCC(=O)O)C(=O)O. Cell line: OVCAR-4. Synergy scores: CSS=-3.20, Synergy_ZIP=0.0623, Synergy_Bliss=-2.88, Synergy_Loewe=-3.53, Synergy_HSA=-3.32. (4) Drug 1: CC1C(C(=O)NC(C(=O)N2CCCC2C(=O)N(CC(=O)N(C(C(=O)O1)C(C)C)C)C)C(C)C)NC(=O)C3=C4C(=C(C=C3)C)OC5=C(C(=O)C(=C(C5=N4)C(=O)NC6C(OC(=O)C(N(C(=O)CN(C(=O)C7CCCN7C(=O)C(NC6=O)C(C)C)C)C)C(C)C)C)N)C. Drug 2: CCC1(C2=C(COC1=O)C(=O)N3CC4=CC5=C(C=CC(=C5CN(C)C)O)N=C4C3=C2)O.Cl. Cell line: MALME-3M. Synergy scores: CSS=24.8, Synergy_ZIP=0.174, Synergy_Bliss=2.28, Synergy_Loewe=-3.39, Synergy_HSA=4.67. (5) Drug 1: CC1C(C(=O)NC(C(=O)N2CCCC2C(=O)N(CC(=O)N(C(C(=O)O1)C(C)C)C)C)C(C)C)NC(=O)C3=C4C(=C(C=C3)C)OC5=C(C(=O)C(=C(C5=N4)C(=O)NC6C(OC(=O)C(N(C(=O)CN(C(=O)C7CCCN7C(=O)C(NC6=O)C(C)C)C)C)C(C)C)C)N)C. Drug 2: CC12CCC3C(C1CCC2OP(=O)(O)O)CCC4=C3C=CC(=C4)OC(=O)N(CCCl)CCCl.[Na+]. Cell line: SK-MEL-5. Synergy scores: CSS=77.9, Synergy_ZIP=15.2, Synergy_Bliss=15.2, Synergy_Loewe=-15.6, Synergy_HSA=18.5. (6) Drug 1: CC1=CC2C(CCC3(C2CCC3(C(=O)C)OC(=O)C)C)C4(C1=CC(=O)CC4)C. Drug 2: C(=O)(N)NO. Cell line: UACC62. Synergy scores: CSS=1.60, Synergy_ZIP=-1.62, Synergy_Bliss=-3.56, Synergy_Loewe=-3.67, Synergy_HSA=-3.77. (7) Drug 1: C1=CN(C=N1)CC(O)(P(=O)(O)O)P(=O)(O)O. Drug 2: CC(C)(C#N)C1=CC(=CC(=C1)CN2C=NC=N2)C(C)(C)C#N. Cell line: MCF7. Synergy scores: CSS=-0.855, Synergy_ZIP=-2.70, Synergy_Bliss=-6.07, Synergy_Loewe=-3.57, Synergy_HSA=-4.05. (8) Drug 1: CC1=CC2C(CCC3(C2CCC3(C(=O)C)OC(=O)C)C)C4(C1=CC(=O)CC4)C. Drug 2: CN1C2=C(C=C(C=C2)N(CCCl)CCCl)N=C1CCCC(=O)O.Cl. Cell line: EKVX. Synergy scores: CSS=4.59, Synergy_ZIP=-2.64, Synergy_Bliss=0.0998, Synergy_Loewe=-0.477, Synergy_HSA=0.331. (9) Drug 1: C1CCC(C1)C(CC#N)N2C=C(C=N2)C3=C4C=CNC4=NC=N3. Drug 2: CC=C1C(=O)NC(C(=O)OC2CC(=O)NC(C(=O)NC(CSSCCC=C2)C(=O)N1)C(C)C)C(C)C. Cell line: 786-0. Synergy scores: CSS=8.91, Synergy_ZIP=-9.61, Synergy_Bliss=-5.11, Synergy_Loewe=-14.1, Synergy_HSA=-3.91.